Dataset: Forward reaction prediction with 1.9M reactions from USPTO patents (1976-2016). Task: Predict the product of the given reaction. Given the reactants [C:1]([Si:5]([C:19]1[CH:24]=[CH:23][CH:22]=[CH:21][CH:20]=1)([C:13]1[CH:18]=[CH:17][CH:16]=[CH:15][CH:14]=1)[O:6][CH2:7][C:8]1[O:12][CH:11]=[N:10][CH:9]=1)([CH3:4])([CH3:3])[CH3:2].B.C1C[O:29][CH2:28]C1.[Li]CCCC.C(N1CCOCC1)=O, predict the reaction product. The product is: [C:1]([Si:5]([C:19]1[CH:24]=[CH:23][CH:22]=[CH:21][CH:20]=1)([C:13]1[CH:14]=[CH:15][CH:16]=[CH:17][CH:18]=1)[O:6][CH2:7][C:8]1[O:12][C:11]([CH2:28][OH:29])=[N:10][CH:9]=1)([CH3:4])([CH3:2])[CH3:3].